This data is from Full USPTO retrosynthesis dataset with 1.9M reactions from patents (1976-2016). The task is: Predict the reactants needed to synthesize the given product. (1) Given the product [F:49][C:48]([F:51])([F:50])[C:46]([OH:52])=[O:47].[NH2:7][C:8]([CH3:41])([CH3:40])[CH2:9][C:10]([N:12]1[CH2:17][CH2:16][CH:15]([C:18]2[CH:23]=[CH:22][C:21]([NH:24][C:25]([C:27]3[NH:28][CH:29]=[C:30]([C:32]#[N:33])[N:31]=3)=[O:26])=[C:20]([C:34]3[CH2:39][CH2:38][CH2:37][CH2:36][CH:35]=3)[CH:19]=2)[CH2:14][CH2:13]1)=[O:11], predict the reactants needed to synthesize it. The reactants are: C(OC(=O)[NH:7][C:8]([CH3:41])([CH3:40])[CH2:9][C:10]([N:12]1[CH2:17][CH2:16][CH:15]([C:18]2[CH:23]=[CH:22][C:21]([NH:24][C:25]([C:27]3[NH:28][CH:29]=[C:30]([C:32]#[N:33])[N:31]=3)=[O:26])=[C:20]([C:34]3[CH2:39][CH2:38][CH2:37][CH2:36][CH:35]=3)[CH:19]=2)[CH2:14][CH2:13]1)=[O:11])(C)(C)C.CCO.[C:46]([OH:52])([C:48]([F:51])([F:50])[F:49])=[O:47]. (2) Given the product [CH3:46][C:31]1[C:30]2[C:34](=[CH:35][CH:36]=[CH:37][C:29]=2[NH:28][C:26]([C:23]2[N:20]3[CH:21]=[CH:22][C:17]([C:5]4[CH:4]=[N:3][N:2]([CH3:1])[CH:6]=4)=[CH:18][C:19]3=[N:25][CH:24]=2)=[O:27])[N:33]([CH2:38][C:39]2[CH:44]=[CH:43][CH:42]=[C:41]([CH3:45])[N:40]=2)[N:32]=1, predict the reactants needed to synthesize it. The reactants are: [CH3:1][N:2]1[CH:6]=[C:5](B2OC(C)(C)C(C)(C)O2)[CH:4]=[N:3]1.Br[C:17]1[CH:22]=[CH:21][N:20]2[C:23]([C:26]([NH:28][C:29]3[CH:37]=[CH:36][CH:35]=[C:34]4[C:30]=3[C:31]([CH3:46])=[N:32][N:33]4[CH2:38][C:39]3[CH:44]=[CH:43][CH:42]=[C:41]([CH3:45])[N:40]=3)=[O:27])=[CH:24][N:25]=[C:19]2[CH:18]=1.C(=O)([O-])[O-].[K+].[K+].O.CN(C=O)C.CC#N.